From a dataset of Full USPTO retrosynthesis dataset with 1.9M reactions from patents (1976-2016). Predict the reactants needed to synthesize the given product. (1) Given the product [CH3:55][O:56][C:57](=[O:64])[C@@H:58]([NH:59][C:26]([C:14]1[N:15]=[C:16]([CH2:20][CH:21]2[CH2:22][CH2:23][CH2:24][CH2:25]2)[C:17]2[C:12]([CH:13]=1)=[CH:11][C:10]([O:9][C:8]1[CH:29]=[CH:30][C:5]([C:1]([CH3:3])([CH3:4])[CH3:2])=[CH:6][CH:7]=1)=[CH:19][CH:18]=2)=[O:27])[C:60]([CH3:63])([CH3:62])[CH3:61], predict the reactants needed to synthesize it. The reactants are: [C:1]([C:5]1[CH:30]=[CH:29][C:8]([O:9][C:10]2[CH:11]=[C:12]3[C:17](=[CH:18][CH:19]=2)[C:16]([CH2:20][CH:21]2[CH2:25][CH2:24][CH2:23][CH2:22]2)=[N:15][C:14]([C:26](O)=[O:27])=[CH:13]3)=[CH:7][CH:6]=1)([CH3:4])([CH3:3])[CH3:2].CN(C(ON1N=NC2C=CC=CC1=2)=[N+](C)C)C.F[P-](F)(F)(F)(F)F.[CH3:55][O:56][C:57](=[O:64])[C@H:58]([C:60]([CH3:63])([CH3:62])[CH3:61])[NH2:59].CCN(C(C)C)C(C)C. (2) Given the product [C:49]([OH:52])(=[O:51])[CH3:50].[NH2:1][C:2]1[N:7]=[CH:6][N:5]=[C:4]2[N:8]([C:33]3[CH:34]=[CH:35][C:36]([CH2:39][N:41]4[CH2:46][CH2:45][CH2:44][CH2:43][CH:42]4[CH2:47][OH:48])=[CH:37][CH:38]=3)[N:9]=[C:10]([C:11]3[CH:16]=[CH:15][C:14]([NH:17][C:18](=[O:30])[C:19]4[CH:24]=[CH:23][C:22]([C:25]([F:27])([F:28])[F:26])=[CH:21][C:20]=4[F:29])=[C:13]([O:31][CH3:32])[CH:12]=3)[C:3]=12, predict the reactants needed to synthesize it. The reactants are: [NH2:1][C:2]1[N:7]=[CH:6][N:5]=[C:4]2[N:8]([C:33]3[CH:38]=[CH:37][C:36]([CH:39]=O)=[CH:35][CH:34]=3)[N:9]=[C:10]([C:11]3[CH:16]=[CH:15][C:14]([NH:17][C:18](=[O:30])[C:19]4[CH:24]=[CH:23][C:22]([C:25]([F:28])([F:27])[F:26])=[CH:21][C:20]=4[F:29])=[C:13]([O:31][CH3:32])[CH:12]=3)[C:3]=12.[NH:41]1[CH2:46][CH2:45][CH2:44][CH2:43][CH:42]1[CH2:47][OH:48].[C:49]([O:52][BH-]([O:52][C:49](=[O:51])[CH3:50])[O:52][C:49](=[O:51])[CH3:50])(=[O:51])[CH3:50].[Na+].[OH-].[Na+]. (3) Given the product [CH3:1][O:2][C:3]1[C:4]([CH3:26])=[C:5]([C:17]([O:24][CH3:25])=[C:18]([O:22][CH3:23])[C:19]=1[O:20][CH3:21])[CH2:6][C:7]1[CH:8]=[CH:9][C:10]([O:16][C:28](=[O:30])[CH3:29])=[C:11]([CH:15]=1)[C:12]([OH:14])=[O:13], predict the reactants needed to synthesize it. The reactants are: [CH3:1][O:2][C:3]1[C:4]([CH3:26])=[C:5]([C:17]([O:24][CH3:25])=[C:18]([O:22][CH3:23])[C:19]=1[O:20][CH3:21])[CH2:6][C:7]1[CH:8]=[CH:9][C:10]([OH:16])=[C:11]([CH:15]=1)[C:12]([OH:14])=[O:13].O.[C:28](OC(=O)C)(=[O:30])[CH3:29]. (4) Given the product [F:1][C:2]1[CH:7]=[CH:6][C:5]([C@H:8]([NH:10][C@H:11]2[CH2:15][CH2:14][C@@H:13]([C:16]3[CH:21]=[CH:20][C:19]([NH:28][CH2:27][CH2:25][OH:26])=[N:18][CH:17]=3)[CH2:12]2)[CH3:9])=[CH:4][C:3]=1[O:23][CH3:24], predict the reactants needed to synthesize it. The reactants are: [F:1][C:2]1[CH:7]=[CH:6][C:5]([C@H:8]([NH:10][C@H:11]2[CH2:15][CH2:14][C@@H:13]([C:16]3[CH:17]=[N:18][C:19](F)=[CH:20][CH:21]=3)[CH2:12]2)[CH3:9])=[CH:4][C:3]=1[O:23][CH3:24].[CH2:25]([CH2:27][NH2:28])[OH:26].